This data is from Forward reaction prediction with 1.9M reactions from USPTO patents (1976-2016). The task is: Predict the product of the given reaction. (1) Given the reactants [CH:1]([OH:3])=O.OO.[C:6]1([C:11]2[CH:16]=[CH:15][C:14]([F:17])=[CH:13][CH:12]=2)C[CH2:9][CH2:8][CH:7]=1, predict the reaction product. The product is: [F:17][C:14]1[CH:15]=[CH:16][C:11]([CH:6]2[CH2:7][CH2:8][CH2:9][C:1]2=[O:3])=[CH:12][CH:13]=1. (2) Given the reactants Cl.[F:2][C:3]1([F:13])[CH2:7][NH:6][C@@H:5]([CH2:8][CH2:9][C:10]([OH:12])=[O:11])[CH2:4]1.[Br:14][C:15]1[CH:20]=[C:19]([F:21])[CH:18]=[CH:17][C:16]=1[C@H:22]1[C:27]([C:28]([O:30][CH2:31][CH3:32])=[O:29])=[C:26]([CH2:33]Br)[NH:25][C:24]([C:35]2[S:36][CH:37]=[CH:38][N:39]=2)=[N:23]1.C(=O)([O-])[O-].[K+].[K+], predict the reaction product. The product is: [Br:14][C:15]1[CH:20]=[C:19]([F:21])[CH:18]=[CH:17][C:16]=1[C@@H:22]1[N:23]=[C:24]([C:35]2[S:36][CH:37]=[CH:38][N:39]=2)[NH:25][C:26]([CH2:33][N:6]2[CH2:7][C:3]([F:2])([F:13])[CH2:4][C@@H:5]2[CH2:8][CH2:9][C:10]([OH:12])=[O:11])=[C:27]1[C:28]([O:30][CH2:31][CH3:32])=[O:29]. (3) Given the reactants NC1C(C=O)=CC=CC=1C(OC)=O.[NH2:14][C:15]1[C:22]([Br:23])=[CH:21][CH:20]=[CH:19][C:16]=1[CH:17]=[O:18], predict the reaction product. The product is: [NH2:14][C:15]1[C:22]([Br:23])=[CH:21][CH:20]=[CH:19][C:16]=1[CH2:17][OH:18]. (4) The product is: [CH3:18][O:13][C:12](=[O:14])[C:11]1[CH:15]=[C:7]([NH2:6])[CH:8]=[CH:9][C:10]=1[F:16]. Given the reactants C(Cl)Cl.CO.[NH2:6][C:7]1[CH:8]=[CH:9][C:10]([F:16])=[C:11]([CH:15]=1)[C:12]([OH:14])=[O:13].[Si](C=[N+]=[N-])(C)(C)[CH3:18].CCCCCC, predict the reaction product.